Predict the reactants needed to synthesize the given product. From a dataset of Full USPTO retrosynthesis dataset with 1.9M reactions from patents (1976-2016). (1) Given the product [CH3:7][CH:6]([CH3:8])[CH2:5][C@H:4]([N:9]1[CH2:13][C:12]([O:14][C:15]2[C:24]3[C:19](=[CH:20][CH:21]=[CH:22][CH:23]=3)[CH:18]=[CH:17][CH:16]=2)=[CH:11][C:10]1=[O:25])[C:3]([OH:26])=[O:2], predict the reactants needed to synthesize it. The reactants are: C[O:2][C:3](=[O:26])[C@@H:4]([N:9]1[CH2:13][C:12]([O:14][C:15]2[C:24]3[C:19](=[CH:20][CH:21]=[CH:22][CH:23]=3)[CH:18]=[CH:17][CH:16]=2)=[CH:11][C:10]1=[O:25])[CH2:5][CH:6]([CH3:8])[CH3:7].O.[OH-].[Li+].Cl. (2) Given the product [C:14]([CH2:13][C:9]1[CH:8]=[C:7]([CH:5]2[C:4](=[O:17])[C:3]([O:18][S:33]([CH2:32][C:26]3[CH:31]=[CH:30][CH:29]=[CH:28][CH:27]=3)(=[O:35])=[O:34])=[C:2]([NH2:1])[O:6]2)[CH:12]=[CH:11][CH:10]=1)([OH:16])=[O:15], predict the reactants needed to synthesize it. The reactants are: [NH2:1][C:2]1[O:6][CH:5]([C:7]2[CH:12]=[CH:11][CH:10]=[C:9]([CH2:13][C:14]([OH:16])=[O:15])[CH:8]=2)[C:4](=[O:17])[C:3]=1[OH:18].C(N(CC)CC)C.[C:26]1([CH2:32][S:33](Cl)(=[O:35])=[O:34])[CH:31]=[CH:30][CH:29]=[CH:28][CH:27]=1.[Cl-].[NH4+]. (3) Given the product [C:32]([O:35][CH2:36][C:37]1[O:1][N:2]=[C:3]([C:5]2[CH:10]=[CH:9][C:8]([C:11]3([C:18]4[CH:23]=[CH:22][C:21]([O:24][CH2:25][C:26]5[CH:31]=[CH:30][CH:29]=[CH:28][N:27]=5)=[CH:20][CH:19]=4)[CH2:16][CH:15]4[CH2:17][CH:12]3[CH2:13][CH2:14]4)=[CH:7][CH:6]=2)[N:4]=1)(=[O:34])[CH3:33], predict the reactants needed to synthesize it. The reactants are: [OH:1][N:2]=[C:3]([C:5]1[CH:10]=[CH:9][C:8]([C:11]2([C:18]3[CH:23]=[CH:22][C:21]([O:24][CH2:25][C:26]4[CH:31]=[CH:30][CH:29]=[CH:28][N:27]=4)=[CH:20][CH:19]=3)[CH2:16][CH:15]3[CH2:17][CH:12]2[CH2:13][CH2:14]3)=[CH:7][CH:6]=1)[NH2:4].[C:32]([O:35][CH2:36][C:37](O)=O)(=[O:34])[CH3:33].C(Cl)CCl.C1C=CC2N(O)N=NC=2C=1. (4) Given the product [C:1]([N:4]1[C:12]2[C:7](=[CH:8][C:9]([C:19](=[O:20])[CH2:18][CH2:17][CH2:16][CH2:15][CH2:14][Br:13])=[CH:10][CH:11]=2)[CH2:6][CH2:5]1)(=[O:3])[CH3:2], predict the reactants needed to synthesize it. The reactants are: [C:1]([N:4]1[C:12]2[C:7](=[CH:8][CH:9]=[CH:10][CH:11]=2)[CH2:6][CH2:5]1)(=[O:3])[CH3:2].[Br:13][CH2:14][CH2:15][CH2:16][CH2:17][CH2:18][C:19](Cl)=[O:20]. (5) Given the product [Br:13][C:14]1[S:18][C:17]2=[N:19][C:20]([C:22]([NH:12][C:9]3([C:3]4[CH:4]=[C:5]([F:8])[CH:6]=[CH:7][C:2]=4[F:1])[CH2:10][CH2:11]3)=[O:23])=[CH:21][N:16]2[CH:15]=1, predict the reactants needed to synthesize it. The reactants are: [F:1][C:2]1[CH:7]=[CH:6][C:5]([F:8])=[CH:4][C:3]=1[C:9]1([NH2:12])[CH2:11][CH2:10]1.[Br:13][C:14]1[S:18][C:17]2=[N:19][C:20]([C:22](O)=[O:23])=[CH:21][N:16]2[CH:15]=1. (6) Given the product [C:1]([C:3]1[N:8]=[CH:7][C:6]([NH:9][C@@H:10]2[CH2:15][CH2:14][CH2:13][CH2:12][C@@H:11]2[NH:16][C:17](=[O:23])[O:18][C:19]([CH3:22])([CH3:21])[CH3:20])=[CH:5][C:4]=1[NH:24][C:25]1[CH:30]=[C:29]([CH3:31])[CH:28]=[C:27]([CH3:32])[N:26]=1)(=[O:35])[NH2:2], predict the reactants needed to synthesize it. The reactants are: [C:1]([C:3]1[N:8]=[CH:7][C:6]([NH:9][C@@H:10]2[CH2:15][CH2:14][CH2:13][CH2:12][C@@H:11]2[NH:16][C:17](=[O:23])[O:18][C:19]([CH3:22])([CH3:21])[CH3:20])=[CH:5][C:4]=1[NH:24][C:25]1[CH:30]=[C:29]([CH3:31])[CH:28]=[C:27]([CH3:32])[N:26]=1)#[N:2].CS(C)=[O:35].[OH-].[Na+].OO.